The task is: Predict the product of the given reaction.. This data is from Forward reaction prediction with 1.9M reactions from USPTO patents (1976-2016). The product is: [CH3:16][S:3][C:4]1[S:5][C:6]2[CH:12]=[C:11]([C:13]#[N:14])[CH:10]=[CH:9][C:7]=2[N:8]=1. Given the reactants [H-].[Na+].[SH:3][C:4]1[S:5][C:6]2[CH:12]=[C:11]([C:13]#[N:14])[CH:10]=[CH:9][C:7]=2[N:8]=1.I[CH3:16].O, predict the reaction product.